From a dataset of Catalyst prediction with 721,799 reactions and 888 catalyst types from USPTO. Predict which catalyst facilitates the given reaction. (1) Reactant: [Cl:1][C:2]1[CH:3]=[N+:4]([O-:40])[CH:5]=[C:6]([Cl:39])[C:7]=1[CH2:8][C@H:9]([O:25][C:26](=[O:38])[CH2:27][O:28][C:29](=[O:37])[C:30]1[CH:35]=[CH:34][C:33](Cl)=[N:32][CH:31]=1)[C:10]1[CH:15]=[CH:14][C:13]([O:16][CH:17]([F:19])[F:18])=[C:12]([O:20][CH2:21][CH:22]2[CH2:24][CH2:23]2)[CH:11]=1.[CH3:41][NH:42][CH3:43]. Product: [Cl:1][C:2]1[CH:3]=[N+:4]([O-:40])[CH:5]=[C:6]([Cl:39])[C:7]=1[CH2:8][C@@H:9]([C:10]1[CH:15]=[CH:14][C:13]([O:16][CH:17]([F:18])[F:19])=[C:12]([O:20][CH2:21][CH:22]2[CH2:24][CH2:23]2)[CH:11]=1)[O:25][C:26](=[O:38])[CH2:27][O:28][C:29](=[O:37])[C:30]1[CH:35]=[CH:34][C:33]([N:42]([CH3:43])[CH3:41])=[N:32][CH:31]=1. The catalyst class is: 1. (2) Reactant: [NH:1]1[CH:5]=[CH:4][N:3]=[CH:2]1.Cl[C:7](=[O:13])[C:8]([O:10][CH2:11][CH3:12])=[O:9]. Product: [N:1]1([C:7](=[O:13])[C:8]([O:10][CH2:11][CH3:12])=[O:9])[CH:5]=[CH:4][N:3]=[CH:2]1. The catalyst class is: 7. (3) Reactant: [OH:1][CH:2]1[C:11]2[CH:10]=[N:9][C:8]([NH:12][CH:13]([CH3:15])[CH3:14])=[N:7][C:6]=2[CH2:5][N:4](C(OC(C)(C)C)=O)[CH2:3]1.[ClH:23]. Product: [ClH:23].[CH:13]([NH:12][C:8]1[N:9]=[CH:10][C:11]2[CH:2]([OH:1])[CH2:3][NH:4][CH2:5][C:6]=2[N:7]=1)([CH3:15])[CH3:14]. The catalyst class is: 12. (4) The catalyst class is: 36. Product: [C:1]([C:5]1[CH:6]=[C:7]([CH:36]=[CH:37][CH:38]=1)[CH2:8][N:9]1[C@@H:17]2[C@H:12]([C@H:13]([CH2:20][C:21]3[CH:26]=[CH:25][C:24]([NH:27][CH2:28][CH2:29][N:30]([CH3:32])[CH3:31])=[C:23]([F:34])[CH:22]=3)[CH2:14][S:15](=[O:18])(=[O:19])[CH2:16]2)[O:11][C:10]1=[O:35])([CH3:4])([CH3:2])[CH3:3]. Reactant: [C:1]([C:5]1[CH:6]=[C:7]([CH:36]=[CH:37][CH:38]=1)[CH2:8][N:9]1[C@@H:17]2[C@H:12]([C@H:13]([CH2:20][C:21]3[CH:26]=[CH:25][C:24]([NH:27][C:28](=O)[CH2:29][N:30]([CH3:32])[CH3:31])=[C:23]([F:34])[CH:22]=3)[CH2:14][S:15](=[O:19])(=[O:18])[CH2:16]2)[O:11][C:10]1=[O:35])([CH3:4])([CH3:3])[CH3:2].B.C1COCC1.Cl.[OH-].[Na+]. (5) Reactant: [CH2:1]1COCC1.CON(C)[C:9]([C:11]1[S:15][C:14]2[CH:16]=[CH:17][CH:18]=[C:19]([F:20])[C:13]=2[CH:12]=1)=[O:10].C[Mg]Br. Product: [F:20][C:19]1[C:13]2[CH:12]=[C:11]([C:9](=[O:10])[CH3:1])[S:15][C:14]=2[CH:16]=[CH:17][CH:18]=1. The catalyst class is: 28. (6) Reactant: OC(C(F)(F)F)=O.[NH2:8][C:9]1([C:32]([NH2:34])=[O:33])[CH2:14][CH2:13][N:12]([C:15]([C:17]2[C:18]3[CH:31]=[CH:30][CH:29]=[CH:28][C:19]=3[S:20][C:21]=2[NH:22][C:23]([NH:25][CH2:26][CH3:27])=[O:24])=[O:16])[CH2:11][CH2:10]1.C(O)(=O)C.[CH2:39]([O:41][C:42](OCC)([O:50]CC)[CH2:43][CH2:44][C:45](OCC)=O)[CH3:40]. Product: [CH2:26]([NH:25][C:23](=[O:24])[NH:22][C:21]1[S:20][C:19]2[CH:28]=[CH:29][CH:30]=[CH:31][C:18]=2[C:17]=1[C:15]([N:12]1[CH2:11][CH2:10][C:9]2([N:8]=[C:45]([CH2:44][CH2:43][C:42]([O:41][CH2:39][CH3:40])=[O:50])[NH:34][C:32]2=[O:33])[CH2:14][CH2:13]1)=[O:16])[CH3:27]. The catalyst class is: 588.